The task is: Predict the product of the given reaction.. This data is from Forward reaction prediction with 1.9M reactions from USPTO patents (1976-2016). (1) Given the reactants Cl.[CH2:2]1[C:11]2[C:6](=[C:7]([NH:12][S:13]([CH3:16])(=[O:15])=[O:14])[CH:8]=[CH:9][CH:10]=2)[CH2:5][CH2:4][NH:3]1.[OH-].[Na+].S(O)(O)(=O)=O.CS[C:26](=[NH:28])[NH2:27], predict the reaction product. The product is: [C:26]([N:3]1[CH2:4][CH2:5][C:6]2[C:11](=[CH:10][CH:9]=[CH:8][C:7]=2[NH:12][S:13]([CH3:16])(=[O:15])=[O:14])[CH2:2]1)(=[NH:27])[NH2:28]. (2) The product is: [C:4]([O:3][C:1](=[O:2])[NH:8][C@@H:9]([CH2:10][C:11]1[CH:12]=[CH:13][C:14]([F:17])=[CH:15][CH:16]=1)[C:18]([N:24]1[CH2:25][CH2:26][C@H:22]([OH:21])[CH2:23]1)=[O:20])([CH3:5])([CH3:6])[CH3:7]. Given the reactants [C:1]([NH:8][C@H:9]([C:18]([OH:20])=O)[CH2:10][C:11]1[CH:16]=[CH:15][C:14]([F:17])=[CH:13][CH:12]=1)([O:3][C:4]([CH3:7])([CH3:6])[CH3:5])=[O:2].[OH:21][C@H:22]1[CH2:26][CH2:25][NH:24][CH2:23]1.CCN(C(C)C)C(C)C.C1C=CC2N(O)N=NC=2C=1.O.CCN=C=NCCCN(C)C, predict the reaction product. (3) Given the reactants [CH3:1][C:2]1[CH:7]=[CH:6][N+:5]([O-])=[CH:4][CH:3]=1.C[Si]([C:13]#[N:14])(C)C.CN(C)C(Cl)=O, predict the reaction product. The product is: [C:13]([C:6]1[CH:7]=[C:2]([CH3:1])[CH:3]=[CH:4][N:5]=1)#[N:14]. (4) Given the reactants IC.[F:3][C:4]1[CH:9]=[CH:8][C:7]([CH2:10][C:11]([C:13]2[C:14]([C:20]([O:22][CH3:23])=[O:21])=[C:15]([CH3:19])[NH:16][C:17]=2[CH3:18])=[O:12])=[CH:6][C:5]=1[C:24]([N:26]1[CH2:31][CH2:30][CH:29]([O:32][CH3:33])[CH2:28][CH2:27]1)=[O:25].[C:34](=O)([O-])[O-].[K+].[K+].O, predict the reaction product. The product is: [F:3][C:4]1[CH:9]=[CH:8][C:7]([CH2:10][C:11]([C:13]2[C:14]([C:20]([O:22][CH3:23])=[O:21])=[C:15]([CH3:19])[N:16]([CH3:34])[C:17]=2[CH3:18])=[O:12])=[CH:6][C:5]=1[C:24]([N:26]1[CH2:31][CH2:30][CH:29]([O:32][CH3:33])[CH2:28][CH2:27]1)=[O:25].